This data is from Full USPTO retrosynthesis dataset with 1.9M reactions from patents (1976-2016). The task is: Predict the reactants needed to synthesize the given product. (1) Given the product [Si:1]([O:18][C@H:19]1[C@@H:20]([O:37][CH3:38])[C@H:21]([N:26]2[C:34](=[O:35])[C:33]3[C:28](=[CH:29][CH:30]=[CH:31][CH:32]=3)[C:27]2=[O:36])[CH2:22][C@@H:23]1[C:24]([OH:39])=[O:25])([C:14]([CH3:16])([CH3:15])[CH3:17])([C:8]1[CH:9]=[CH:10][CH:11]=[CH:12][CH:13]=1)[C:2]1[CH:3]=[CH:4][CH:5]=[CH:6][CH:7]=1, predict the reactants needed to synthesize it. The reactants are: [Si:1]([O:18][C@@H:19]1[C@@H:23]([CH2:24][OH:25])[CH2:22][C@@H:21]([N:26]2[C:34](=[O:35])[C:33]3[C:28](=[CH:29][CH:30]=[CH:31][CH:32]=3)[C:27]2=[O:36])[C@@H:20]1[O:37][CH3:38])([C:14]([CH3:17])([CH3:16])[CH3:15])([C:8]1[CH:13]=[CH:12][CH:11]=[CH:10][CH:9]=1)[C:2]1[CH:7]=[CH:6][CH:5]=[CH:4][CH:3]=1.[OH2:39]. (2) Given the product [F:1][C:2]([C:5]1[CH:12]=[CH:11][C:8]([C:9](=[N:14][OH:15])[NH2:10])=[CH:7][CH:6]=1)([CH3:4])[CH3:3], predict the reactants needed to synthesize it. The reactants are: [F:1][C:2]([C:5]1[CH:12]=[CH:11][C:8]([C:9]#[N:10])=[CH:7][CH:6]=1)([CH3:4])[CH3:3].Cl.[NH2:14][OH:15].C(N(CC)CC)C. (3) Given the product [Cl:21][C:11]1[CH:12]=[C:13]2[C:8](=[CH:9][CH:10]=1)[NH:7][C:6](=[O:22])[C:5]([C:3]([OH:4])=[O:2])=[C:14]2[C:15]1[CH:20]=[CH:19][CH:18]=[CH:17][CH:16]=1, predict the reactants needed to synthesize it. The reactants are: C[O:2][C:3]([C:5]1[C:6](=[O:22])[NH:7][C:8]2[C:13]([C:14]=1[C:15]1[CH:20]=[CH:19][CH:18]=[CH:17][CH:16]=1)=[CH:12][C:11]([Cl:21])=[CH:10][CH:9]=2)=[O:4].[OH-].[Li+].O. (4) The reactants are: [C:1]([N:3]=[S:4]([C:7]1[CH:30]=[CH:29][C:10]([CH2:11][NH:12][C:13]([C:15]2[C:20](=[O:21])[CH:19]=[C:18]([CH3:22])[N:17]([C:23]3[N:24]([CH3:28])[N:25]=[CH:26][CH:27]=3)[CH:16]=2)=[O:14])=[CH:9][CH:8]=1)([CH3:6])=[O:5])#[N:2].[Br:31]N1C(=O)CCC1=O. Given the product [C:1]([N:3]=[S:4]([C:7]1[CH:8]=[CH:9][C:10]([CH2:11][NH:12][C:13]([C:15]2[C:20](=[O:21])[C:19]([Br:31])=[C:18]([CH3:22])[N:17]([C:23]3[N:24]([CH3:28])[N:25]=[CH:26][CH:27]=3)[CH:16]=2)=[O:14])=[CH:29][CH:30]=1)([CH3:6])=[O:5])#[N:2], predict the reactants needed to synthesize it. (5) Given the product [CH3:25][O:24][C:7]1[CH:6]=[CH:5][C:4]2[N:3]=[C:2]([NH:36][C:35]3[CH:34]=[CH:33][C:32]([N:29]4[CH2:30][CH2:31][S:26][CH2:27][CH2:28]4)=[CH:38][CH:37]=3)[C:11]3=[N:12][NH:13][CH:14]=[C:10]3[C:9]=2[CH:8]=1, predict the reactants needed to synthesize it. The reactants are: Cl[C:2]1[C:11]2=[N:12][N:13](CC3C=CC(OC)=CC=3)[CH:14]=[C:10]2[C:9]2[CH:8]=[C:7]([O:24][CH3:25])[CH:6]=[CH:5][C:4]=2[N:3]=1.[S:26]1[CH2:31][CH2:30][N:29]([C:32]2[CH:38]=[CH:37][C:35]([NH2:36])=[CH:34][CH:33]=2)[CH2:28][CH2:27]1.Cl.